This data is from Reaction yield outcomes from USPTO patents with 853,638 reactions. The task is: Predict the reaction yield, written as a fraction of the theoretical maximum amount of product (1.0 means a 100% yield; for example, 0.34 means a 34% yield). The reactants are [CH3:1][NH2:2].[CH2:3]([C:6]1[C:15]2[C:10](=[CH:11][CH:12]=[CH:13][CH:14]=2)[CH:9]=[CH:8][C:7]=1[CH:16]=O)[CH2:4][CH3:5].[BH4-].[Na+]. The catalyst is CO. The product is [CH3:1][NH:2][CH2:16][C:7]1[CH:8]=[CH:9][C:10]2[C:15](=[CH:14][CH:13]=[CH:12][CH:11]=2)[C:6]=1[CH2:3][CH2:4][CH3:5]. The yield is 0.890.